The task is: Predict which catalyst facilitates the given reaction.. This data is from Catalyst prediction with 721,799 reactions and 888 catalyst types from USPTO. (1) The catalyst class is: 4. Reactant: [O:1]1[CH2:6][CH2:5][NH:4][C:3]2[CH:7]=[N:8][CH:9]=[CH:10][C:2]1=2.[CH3:11][O:12][C:13]1[CH:17]=[C:16]([C:18](Cl)=[O:19])[O:15][N:14]=1.C(N(CC)CC)C.O. Product: [O:1]1[CH2:6][CH2:5][N:4]([C:18]([C:16]2[O:15][N:14]=[C:13]([O:12][CH3:11])[CH:17]=2)=[O:19])[C:3]2[CH:7]=[N:8][CH:9]=[CH:10][C:2]1=2. (2) Reactant: [C:1]([O:5][C:6]([NH:8][C@H:9]1[C:17]2[C:12](=[CH:13][CH:14]=[C:15]([C:18]([O:20][CH3:21])=[O:19])[CH:16]=2)[CH2:11][CH2:10]1)=[O:7])([CH3:4])([CH3:3])[CH3:2].[H-].[Na+].[CH3:24]I. Product: [C:1]([O:5][C:6]([N:8]([CH3:24])[C@H:9]1[C:17]2[C:12](=[CH:13][CH:14]=[C:15]([C:18]([O:20][CH3:21])=[O:19])[CH:16]=2)[CH2:11][CH2:10]1)=[O:7])([CH3:4])([CH3:3])[CH3:2]. The catalyst class is: 3. (3) Reactant: Br[C:2]1[CH:7]=[N:6][CH:5]=[C:4]([C:8]2[CH:13]=[CH:12][C:11]([C:14]([F:17])([F:16])[F:15])=[CH:10][CH:9]=2)[N:3]=1.C(N(CC)C(C)C)(C)C.[CH3:27][O:28][CH2:29][CH2:30][NH:31][CH2:32][C:33]1[CH:45]=[CH:44][C:36]([O:37][CH2:38][C:39]([O:41][CH2:42][CH3:43])=[O:40])=[C:35]([CH3:46])[CH:34]=1. Product: [CH3:27][O:28][CH2:29][CH2:30][N:31]([CH2:32][C:33]1[CH:45]=[CH:44][C:36]([O:37][CH2:38][C:39]([O:41][CH2:42][CH3:43])=[O:40])=[C:35]([CH3:46])[CH:34]=1)[C:2]1[CH:7]=[N:6][CH:5]=[C:4]([C:8]2[CH:13]=[CH:12][C:11]([C:14]([F:17])([F:16])[F:15])=[CH:10][CH:9]=2)[N:3]=1. The catalyst class is: 6.